Dataset: Catalyst prediction with 721,799 reactions and 888 catalyst types from USPTO. Task: Predict which catalyst facilitates the given reaction. (1) Reactant: [CH2:1]([O:3][C:4](=[O:14])[NH:5][C:6]1[CH:11]=[CH:10][C:9]([CH:12]=O)=[CH:8][CH:7]=1)[CH3:2].[Cl:15][C:16]1[CH:22]=[CH:21][C:19]([NH2:20])=[CH:18][CH:17]=1.C([BH3-])#N.[Na+].C(=O)([O-])O.[Na+]. Product: [CH2:1]([O:3][C:4](=[O:14])[NH:5][C:6]1[CH:11]=[CH:10][C:9]([CH2:12][NH:20][C:19]2[CH:21]=[CH:22][C:16]([Cl:15])=[CH:17][CH:18]=2)=[CH:8][CH:7]=1)[CH3:2]. The catalyst class is: 8. (2) Reactant: C[O:2][C:3](=[O:43])[CH2:4][C:5]1[CH:10]=[CH:9][CH:8]=[C:7]([O:11][CH2:12][C@H:13]([CH3:42])[CH2:14][N:15]([CH2:30][C:31]2[CH:36]=[CH:35][CH:34]=[C:33]([C:37]([F:40])([F:39])[F:38])[C:32]=2[Cl:41])[CH2:16][CH:17]([C:24]2[CH:29]=[CH:28][CH:27]=[CH:26][CH:25]=2)[C:18]2[CH:23]=[CH:22][CH:21]=[CH:20][CH:19]=2)[CH:6]=1.[Li+].[OH-]. Product: [ClH:41].[Cl:41][C:32]1[C:33]([C:37]([F:38])([F:39])[F:40])=[CH:34][CH:35]=[CH:36][C:31]=1[CH2:30][N:15]([CH2:16][CH:17]([C:24]1[CH:29]=[CH:28][CH:27]=[CH:26][CH:25]=1)[C:18]1[CH:19]=[CH:20][CH:21]=[CH:22][CH:23]=1)[CH2:14][C@@H:13]([CH3:42])[CH2:12][O:11][C:7]1[CH:6]=[C:5]([CH2:4][C:3]([OH:43])=[O:2])[CH:10]=[CH:9][CH:8]=1. The catalyst class is: 20. (3) Reactant: [CH3:1][O:2][C:3]([CH:5]1[CH2:8][N:7]([CH2:9][C:10]2[CH:15]=[CH:14][CH:13]=[C:12]([NH2:16])[CH:11]=2)[CH2:6]1)=[O:4].[Cl:17][C:18]1[CH:23]=[CH:22][C:21]([C:24](=O)[CH3:25])=[CH:20][C:19]=1[CH3:27].[B][B][B][B][B][B][B][B][B][B]. The catalyst class is: 5. Product: [CH3:1][O:2][C:3]([CH:5]1[CH2:8][N:7]([CH2:9][C:10]2[CH:15]=[CH:14][CH:13]=[C:12]([NH:16][CH:24]([C:21]3[CH:22]=[CH:23][C:18]([Cl:17])=[C:19]([CH3:27])[CH:20]=3)[CH3:25])[CH:11]=2)[CH2:6]1)=[O:4]. (4) Reactant: C(OC([NH:8][C:9]1[CH:17]=[CH:16][CH:15]=[C:14]2[C:10]=1[CH:11]=[N:12][N:13]2[C:18]([C:28]1[O:32][N:31]=[C:30]([C:33]([O:35][CH2:36][CH3:37])=[O:34])[N:29]=1)([C:21]1[CH:26]=[CH:25][C:24]([Cl:27])=[CH:23][CH:22]=1)[CH2:19][CH3:20])=O)(C)(C)C.C1(OC)C=CC=CC=1.C(O)(C(F)(F)F)=O. Product: [NH2:8][C:9]1[CH:17]=[CH:16][CH:15]=[C:14]2[C:10]=1[CH:11]=[N:12][N:13]2[C:18]([C:28]1[O:32][N:31]=[C:30]([C:33]([O:35][CH2:36][CH3:37])=[O:34])[N:29]=1)([C:21]1[CH:22]=[CH:23][C:24]([Cl:27])=[CH:25][CH:26]=1)[CH2:19][CH3:20]. The catalyst class is: 2. (5) Reactant: [NH2:1][C:2]1[CH:10]=[CH:9][CH:8]=[C:7]2[C:3]=1[CH2:4][CH:5]([C:11]([O:13][CH3:14])=[O:12])[CH2:6]2.C(N(CC)C(C)C)(C)C.[Br:24][CH2:25][C:26]1[CH:31]=[CH:30][C:29]([CH:32]([CH:36]2[CH2:40][CH2:39][CH2:38][CH2:37]2)[C:33](Cl)=[O:34])=[CH:28][CH:27]=1.C(=O)(O)[O-].[Na+]. Product: [Br:24][CH2:25][C:26]1[CH:31]=[CH:30][C:29]([CH:32]([CH:36]2[CH2:40][CH2:39][CH2:38][CH2:37]2)[C:33]([NH:1][C:2]2[CH:10]=[CH:9][CH:8]=[C:7]3[C:3]=2[CH2:4][CH:5]([C:11]([O:13][CH3:14])=[O:12])[CH2:6]3)=[O:34])=[CH:28][CH:27]=1. The catalyst class is: 1.